This data is from Peptide-MHC class II binding affinity with 134,281 pairs from IEDB. The task is: Regression. Given a peptide amino acid sequence and an MHC pseudo amino acid sequence, predict their binding affinity value. This is MHC class II binding data. (1) The peptide sequence is AADHAAPEDKYEAFV. The MHC is HLA-DPA10301-DPB10402 with pseudo-sequence HLA-DPA10301-DPB10402. The binding affinity (normalized) is 0. (2) The peptide sequence is YEVAIFVHGPTTVES. The MHC is DRB1_0401 with pseudo-sequence DRB1_0401. The binding affinity (normalized) is 0.491.